Dataset: Reaction yield outcomes from USPTO patents with 853,638 reactions. Task: Predict the reaction yield, written as a fraction of the theoretical maximum amount of product (1.0 means a 100% yield; for example, 0.34 means a 34% yield). The reactants are [CH2:1]([O:3][C:4]1[CH:25]=[CH:24][C:7]([CH2:8][N:9]([C:16]2[CH:21]=[CH:20][C:19]([S:22][CH3:23])=[CH:18][CH:17]=2)[CH2:10][C:11]2[CH:15]=[CH:14][S:13][CH:12]=2)=[CH:6][CH:5]=1)[CH3:2].OOS([O-])=O.[K+].[OH2:32].C[OH:34]. No catalyst specified. The product is [CH2:1]([O:3][C:4]1[CH:25]=[CH:24][C:7]([CH2:8][N:9]([C:16]2[CH:17]=[CH:18][C:19]([S:22]([CH3:23])(=[O:34])=[O:32])=[CH:20][CH:21]=2)[CH2:10][C:11]2[CH:15]=[CH:14][S:13][CH:12]=2)=[CH:6][CH:5]=1)[CH3:2]. The yield is 0.920.